Binary Classification. Given a miRNA mature sequence and a target amino acid sequence, predict their likelihood of interaction. From a dataset of Experimentally validated miRNA-target interactions with 360,000+ pairs, plus equal number of negative samples. The protein sequence of the target gene is MGNENSTSDNQRTLSAQTPRSAQPPGNSQNIKRKQQDTPGSPDHRDASSIGSVGLGGFCTASESSASLDPCLVSPEVTEPRKDPQGARGPEGSLLPSPPPSQEREHPSSSMPFAECPPEGCLASPAAAPEDGPQTQSPRREPAPNAPGDIAAAFPAERDSSTPYQEIAAVPSAGRERQPKEEGQKSSFSFSSGIDQSPGMSPVPLREPMKAPLCGEGDQPGGFESQEKEAAGGFPPAESRQGVASVQVTPEAPAAAQQGTESSAVLEKSPLKPMAPIPQDPAPRASDRERGQGEAPPQYL.... Result: 1 (interaction). The miRNA is hsa-miR-3922-5p with sequence UCAAGGCCAGAGGUCCCACAGCA.